From a dataset of Full USPTO retrosynthesis dataset with 1.9M reactions from patents (1976-2016). Predict the reactants needed to synthesize the given product. (1) Given the product [CH3:18][C:12]1[CH:11]=[CH:10][C:9]2[C:14](=[CH:15][CH:16]=[CH:17][C:8]=2[N:2]2[CH2:3][C@@H:4]3[CH2:7][C@H:1]2[CH2:6][N:5]3[CH2:20][CH2:21][C:22]2[CH:23]=[CH:24][C:25]3[O:30][CH2:29][C:28](=[O:31])[NH:27][C:26]=3[CH:32]=2)[N:13]=1, predict the reactants needed to synthesize it. The reactants are: [C@H:1]12[CH2:7][C@H:4]([NH:5][CH2:6]1)[CH2:3][N:2]2[C:8]1[CH:17]=[CH:16][CH:15]=[C:14]2[C:9]=1[CH:10]=[CH:11][C:12]([CH3:18])=[N:13]2.Cl[CH2:20][CH2:21][C:22]1[CH:23]=[CH:24][C:25]2[O:30][CH2:29][C:28](=[O:31])[NH:27][C:26]=2[CH:32]=1. (2) Given the product [O:30]1[C:18]2[CH:23]=[CH:22][CH:21]=[CH:20][C:19]=2[N:24]=[C:25]1[C:26]([O:28][CH3:29])=[O:27], predict the reactants needed to synthesize it. The reactants are: COCCOC(N=NC(OCCOC)=O)=O.O[C:18]1[CH:23]=[CH:22][CH:21]=[CH:20][C:19]=1[NH:24][C:25](=[O:30])[C:26]([O:28][CH3:29])=[O:27].C1(P(C2C=CC=CC=2)C2C=CC=CC=2)C=CC=CC=1.